Dataset: Catalyst prediction with 721,799 reactions and 888 catalyst types from USPTO. Task: Predict which catalyst facilitates the given reaction. (1) Reactant: [CH2:1]([N:3]([CH2:30][CH3:31])[CH2:4][CH2:5][NH:6][C:7]([C:9]1[C:17]2[CH2:16][CH2:15][CH2:14]/[C:13](=[C:18]3/[C:19](=[O:28])[NH:20][C:21]4[C:26]/3=[CH:25][C:24]([F:27])=[CH:23][CH:22]=4)/[C:12]=2[NH:11][C:10]=1[CH3:29])=[O:8])[CH3:2].C(#N)C.[C:35]([OH:42])(=[O:41])[CH2:36][CH2:37][C:38]([OH:40])=[O:39]. Product: [C:35]([OH:42])(=[O:41])[CH2:36][CH2:37][C:38]([OH:40])=[O:39].[CH2:30]([N:3]([CH2:1][CH3:2])[CH2:4][CH2:5][NH:6][C:7]([C:9]1[C:17]2[CH2:16][CH2:15][CH2:14]/[C:13](=[C:18]3/[C:19](=[O:28])[NH:20][C:21]4[C:26]/3=[CH:25][C:24]([F:27])=[CH:23][CH:22]=4)/[C:12]=2[NH:11][C:10]=1[CH3:29])=[O:8])[CH3:31]. The catalyst class is: 4. (2) Reactant: [F:1][C:2]1[CH:3]=[C:4]2[C:12](=[C:13](F)[CH:14]=1)[O:11][C:7]1([CH2:10][CH2:9][CH2:8]1)[CH2:6][CH:5]2[NH2:16].[O:17]1[C:22]2[CH:23]=[CH:24][C:25]([CH2:27][CH2:28][C:29](O)=[O:30])=[CH:26][C:21]=2[O:20][CH2:19][CH2:18]1.CCN=C=NCCCN(C)C.Cl.C1C=CC2N(O)N=NC=2C=1.C(N(CC)CC)C. Product: [O:17]1[C:22]2[CH:23]=[CH:24][C:25]([CH2:27][CH2:28][C:29]([NH:16][CH:5]3[C:4]4[C:12](=[CH:13][CH:14]=[C:2]([F:1])[CH:3]=4)[O:11][C:7]4([CH2:10][CH2:9][CH2:8]4)[CH2:6]3)=[O:30])=[CH:26][C:21]=2[O:20][CH:19]=[CH:18]1. The catalyst class is: 4. (3) Reactant: Cl[C:2]1[N:7]=[C:6]([N:8]2[CH2:13][CH2:12][O:11][CH2:10][CH2:9]2)[N:5]=[C:4]([N:14]2[C:18]3[CH:19]=[CH:20][CH:21]=[CH:22][C:17]=3[N:16]=[C:15]2[CH:23]([F:25])[F:24])[N:3]=1.[NH2:26][C:27]1[CH:28]=[N:29][CH:30]=[CH:31][CH:32]=1.[Li+].CC([N-]C(C)C)C.CC(O)=O. Product: [F:24][CH:23]([F:25])[C:15]1[N:14]([C:4]2[N:5]=[C:6]([N:8]3[CH2:13][CH2:12][O:11][CH2:10][CH2:9]3)[N:7]=[C:2]([NH:26][C:27]3[CH:28]=[N:29][CH:30]=[CH:31][CH:32]=3)[N:3]=2)[C:18]2[CH:19]=[CH:20][CH:21]=[CH:22][C:17]=2[N:16]=1. The catalyst class is: 20. (4) Reactant: [CH2:1]([N:8]1[CH2:20][C:19]2[S:18][C:17]3[N:16]=[C:15]([CH3:21])[C:14]([CH:22]([CH2:28][CH2:29][CH3:30])[C:23]([O:25]CC)=[O:24])=[C:13]([C:31]4[CH:36]=[CH:35][C:34]([CH3:37])=[CH:33][CH:32]=4)[C:12]=3[C:11]=2[CH2:10][CH2:9]1)[C:2]1[CH:7]=[CH:6][CH:5]=[CH:4][CH:3]=1.[OH-].[Na+]. Product: [CH2:1]([N:8]1[CH2:20][C:19]2[S:18][C:17]3[N:16]=[C:15]([CH3:21])[C:14]([CH:22]([CH2:28][CH2:29][CH3:30])[C:23]([OH:25])=[O:24])=[C:13]([C:31]4[CH:32]=[CH:33][C:34]([CH3:37])=[CH:35][CH:36]=4)[C:12]=3[C:11]=2[CH2:10][CH2:9]1)[C:2]1[CH:3]=[CH:4][CH:5]=[CH:6][CH:7]=1. The catalyst class is: 645. (5) Reactant: [N:1]1[C:8]([Cl:9])=[N:7][C:5]([Cl:6])=[N:4][C:2]=1Cl.C(N(C(C)C)CC)(C)C.[N:19]([CH2:22][CH2:23][CH2:24][NH2:25])=[N+:20]=[N-:21]. Product: [N:19]([CH2:22][CH2:23][CH2:24][NH:25][C:2]1[N:1]=[C:8]([Cl:9])[N:7]=[C:5]([Cl:6])[N:4]=1)=[N+:20]=[N-:21]. The catalyst class is: 21. (6) Reactant: Cl.[NH2:2][C@H:3]([C:14]([O:16][CH3:17])=[O:15])[CH2:4][C:5]1[C:13]2[C:8](=[CH:9][CH:10]=[CH:11][CH:12]=2)[NH:7][CH:6]=1.C(N(CC)CC)C.[F:25][C:26]([F:43])([F:42])[C:27]1[CH:28]=[C:29]([CH:35]=[C:36]([C:38]([F:41])([F:40])[F:39])[CH:37]=1)[CH:30]=[CH:31][C:32](O)=[O:33].CCN=C=NCCCN(C)C.Cl. Product: [F:25][C:26]([F:42])([F:43])[C:27]1[CH:28]=[C:29]([CH:30]=[CH:31][C:32]([NH:2][C@H:3]([C:14]([O:16][CH3:17])=[O:15])[CH2:4][C:5]2[C:13]3[C:8](=[CH:9][CH:10]=[CH:11][CH:12]=3)[NH:7][CH:6]=2)=[O:33])[CH:35]=[C:36]([C:38]([F:39])([F:40])[F:41])[CH:37]=1. The catalyst class is: 2.